Dataset: Full USPTO retrosynthesis dataset with 1.9M reactions from patents (1976-2016). Task: Predict the reactants needed to synthesize the given product. Given the product [OH:21][NH:20][C:12]([C:4]1[CH:5]=[C:6]2[C:10](=[CH:11][C:3]=1[O:2][CH3:1])[NH:9][N:8]=[CH:7]2)=[NH:13], predict the reactants needed to synthesize it. The reactants are: [CH3:1][O:2][C:3]1[CH:11]=[C:10]2[C:6]([CH:7]=[N:8][NH:9]2)=[CH:5][C:4]=1[C:12]#[N:13].C(=O)(O)[O-].[Na+].Cl.[NH2:20][OH:21].